Predict the reaction yield, written as a fraction of the theoretical maximum amount of product (1.0 means a 100% yield; for example, 0.34 means a 34% yield). From a dataset of Reaction yield outcomes from USPTO patents with 853,638 reactions. (1) The reactants are CC(OI1(OC(C)=O)(OC(C)=O)OC(=O)C2C=CC=CC1=2)=O.[CH:23]1([CH:26]([C:28]2[S:29][C:30]([C:33]3[CH:38]=[CH:37][CH:36]=[C:35]([NH:39][C:40]4[N:45]=[C:44]([C:46]([F:49])([F:48])[F:47])[CH:43]=[CH:42][N:41]=4)[CH:34]=3)=[CH:31][N:32]=2)[OH:27])[CH2:25][CH2:24]1. The catalyst is ClCCl.C(OCC)(=O)C. The product is [CH:23]1([C:26]([C:28]2[S:29][C:30]([C:33]3[CH:38]=[CH:37][CH:36]=[C:35]([NH:39][C:40]4[N:45]=[C:44]([C:46]([F:47])([F:48])[F:49])[CH:43]=[CH:42][N:41]=4)[CH:34]=3)=[CH:31][N:32]=2)=[O:27])[CH2:25][CH2:24]1. The yield is 0.508. (2) The reactants are C(OC([N:8]1[CH2:13][CH2:12][CH:11]([C:14]2[CH:19]=[CH:18][C:17]([CH2:20][N:21]3[CH2:26][CH2:25][O:24][CH2:23][CH2:22]3)=[CH:16][CH:15]=2)[CH2:10][CH2:9]1)=O)(C)(C)C.C(O)(C(F)(F)F)=O. The catalyst is C(Cl)Cl. The product is [NH:8]1[CH2:13][CH2:12][CH:11]([C:14]2[CH:15]=[CH:16][C:17]([CH2:20][N:21]3[CH2:26][CH2:25][O:24][CH2:23][CH2:22]3)=[CH:18][CH:19]=2)[CH2:10][CH2:9]1. The yield is 0.910. (3) The reactants are [NH:1]1[C:9]2[C:4](=[CH:5][C:6]([O:10][C:11]3[C:20]4[C:15](=[CH:16][C:17]([O:23][CH2:24][C@H:25]5[CH2:27][O:26]5)=[C:18]([O:21][CH3:22])[CH:19]=4)[N:14]=[CH:13][N:12]=3)=[CH:7][CH:8]=2)[CH:3]=[CH:2]1.[CH3:28][NH:29][CH3:30]. The catalyst is C1COCC1.CN(C=O)C. The product is [OH:26][C@H:25]([CH2:27][N:29]([CH3:30])[CH3:28])[CH2:24][O:23][C:17]1[CH:16]=[C:15]2[C:20]([C:11]([O:10][C:6]3[CH:5]=[C:4]4[C:9](=[CH:8][CH:7]=3)[NH:1][CH:2]=[CH:3]4)=[N:12][CH:13]=[N:14]2)=[CH:19][C:18]=1[O:21][CH3:22]. The yield is 0.630. (4) The catalyst is C1COCC1. The product is [Cl:18][C:19]1[CH:20]=[CH:21][C:22]2[N:23]([C:25]([C:28]([C:10]3[C:2]([F:1])=[C:3]4[C:7](=[CH:8][C:9]=3[F:11])[N:6]([CH3:12])[N:5]=[CH:4]4)([OH:30])[CH3:29])=[CH:26][N:27]=2)[N:24]=1. The yield is 0.410. The reactants are [F:1][C:2]1[CH:10]=[C:9]([F:11])[CH:8]=[C:7]2[C:3]=1[CH:4]=[N:5][N:6]2[CH3:12].[Li]CCCC.[Cl:18][C:19]1[CH:20]=[CH:21][C:22]2[N:23]([C:25]([C:28](=[O:30])[CH3:29])=[CH:26][N:27]=2)[N:24]=1. (5) The reactants are [CH2:1]([O:4][C:5]([C:7]1[N:8]=[C:9]([N:12]2[CH2:15][CH:14]([O:16][Si](C(C)(C)C)(C3C=CC=CC=3)C3C=CC=CC=3)[CH2:13]2)[S:10][CH:11]=1)=[O:6])[CH:2]=[CH2:3].[F-].C([N+](CCCC)(CCCC)CCCC)CCC. The catalyst is O1CCCC1. The product is [CH2:1]([O:4][C:5]([C:7]1[N:8]=[C:9]([N:12]2[CH2:13][CH:14]([OH:16])[CH2:15]2)[S:10][CH:11]=1)=[O:6])[CH:2]=[CH2:3]. The yield is 1.00. (6) The reactants are [NH2:1][C:2]1[CH:7]=[C:6]([O:8][C:9]2[CH:14]=[CH:13][C:12]([NH2:15])=[C:11]([Cl:16])[CH:10]=2)[CH:5]=[CH:4][N:3]=1.C(N(CC)CC)C.Cl[C:25](OC1C=CC=CC=1)=[O:26].[NH:34]1[CH2:39][CH2:38][O:37][CH2:36][CH2:35]1. The catalyst is O1CCCC1.C(OCC)C.CCCCCC.CN(C)C=O. The product is [NH2:15][C:12]1[CH:13]=[CH:14][C:9]([O:8][C:6]2[CH:5]=[CH:4][N:3]=[C:2]([NH:1][C:25]([N:34]3[CH2:39][CH2:38][O:37][CH2:36][CH2:35]3)=[O:26])[CH:7]=2)=[CH:10][C:11]=1[Cl:16]. The yield is 0.490. (7) The reactants are [N+:1]([C:4]1[CH:5]=[C:6]([NH2:10])[CH:7]=[CH:8][CH:9]=1)([O-:3])=[O:2].[N:11]([O-])=O.[Na+].[Cl:15][Sn]Cl.O. The catalyst is O.Cl. The product is [ClH:15].[N+:1]([C:4]1[CH:5]=[C:6]([NH:10][NH2:11])[CH:7]=[CH:8][CH:9]=1)([O-:3])=[O:2]. The yield is 0.730. (8) The reactants are [Br:1][C:2]1[CH:3]=[C:4]2[C:8](=[CH:9][CH:10]=1)[C:7](=[O:11])[CH2:6][CH2:5]2.[N-:12]=[N+]=[N-].[Na+].[OH-].[Na+]. The catalyst is CS(O)(=O)=O.ClCCl. The product is [Br:1][C:2]1[CH:3]=[C:4]2[C:8](=[CH:9][CH:10]=1)[C:7](=[O:11])[NH:12][CH2:6][CH2:5]2. The yield is 0.196. (9) The reactants are [F:1][C:2]1[C:10]([F:11])=[C:9](F)[C:8]([F:13])=[C:7]([F:14])[C:3]=1[C:4](Cl)=[O:5].[Br:15][C:16]1[S:17][CH:18]=[CH:19][CH:20]=1.[Cl-].[Al+3].[Cl-].[Cl-]. The catalyst is C(=S)=S. The product is [F:14][C:7]1[C:8]([F:13])=[CH:9][C:10]([F:11])=[C:2]([F:1])[C:3]=1[C:4]([C:18]1[S:17][C:16]([Br:15])=[CH:20][CH:19]=1)=[O:5]. The yield is 0.320.